From a dataset of Catalyst prediction with 721,799 reactions and 888 catalyst types from USPTO. Predict which catalyst facilitates the given reaction. (1) Reactant: [Br:1][C:2]1[C:3](Cl)=[C:4]([Cl:15])[C:5]([N:8]2[C:12]([CH3:13])=[CH:11][CH:10]=[C:9]2[CH3:14])=[N:6][CH:7]=1.C([N:24]1[CH2:34][CH2:33][C:27]2([C:31](=[O:32])[NH:30][CH2:29][CH2:28]2)[CH2:26][CH2:25]1)(OC(C)(C)C)=O.C(N(CC)CC)C. Product: [Br:1][C:2]1[C:3]([N:24]2[CH2:34][CH2:33][C:27]3([C:31](=[O:32])[NH:30][CH2:29][CH2:28]3)[CH2:26][CH2:25]2)=[C:4]([Cl:15])[C:5]([N:8]2[C:12]([CH3:13])=[CH:11][CH:10]=[C:9]2[CH3:14])=[N:6][CH:7]=1. The catalyst class is: 37. (2) Reactant: [CH:1]1([N:4]2[C:13]3[C:8](=[CH:9][C:10]([F:25])=[C:11]([N:16]4[CH2:21][CH2:20][CH:19]([NH2:22])[C:18]([CH3:24])([CH3:23])[CH2:17]4)[C:12]=3[O:14][CH3:15])[C:7](=[O:26])[C:6]([C:27]([OH:29])=[O:28])=[CH:5]2)[CH2:3][CH2:2]1.[CH3:30][S:31]([OH:34])(=[O:33])=[O:32]. Product: [CH3:30][S:31]([OH:34])(=[O:33])=[O:32].[CH:1]1([N:4]2[C:13]3[C:8](=[CH:9][C:10]([F:25])=[C:11]([N:16]4[CH2:21][CH2:20][CH:19]([NH2:22])[C:18]([CH3:24])([CH3:23])[CH2:17]4)[C:12]=3[O:14][CH3:15])[C:7](=[O:26])[C:6]([C:27]([OH:29])=[O:28])=[CH:5]2)[CH2:3][CH2:2]1. The catalyst class is: 32. (3) Reactant: [CH3:1][O:2][CH2:3][CH2:4][CH2:5][C:6]([O:8][CH3:9])=[O:7].[Li+].C[Si]([N-][Si](C)(C)C)(C)C.Cl[Si](C)(C)C.BrN1C(=O)CCC1=O.C(=O)([O-])[O-].[K+].[K+].[NH:39]1[CH:43]=[CH:42][CH:41]=[N:40]1. Product: [CH3:1][O:2][CH2:3][CH2:4][CH:5]([N:39]1[CH:43]=[CH:42][CH:41]=[N:40]1)[C:6]([O:8][CH3:9])=[O:7]. The catalyst class is: 20.